This data is from Full USPTO retrosynthesis dataset with 1.9M reactions from patents (1976-2016). The task is: Predict the reactants needed to synthesize the given product. (1) Given the product [NH2:1][C:4]1[CH:5]=[N:6][S:7][C:8]=1[O:9][CH:10]1[CH2:11][CH2:12][N:13]([C:16]([O:18][C:19]([CH3:22])([CH3:21])[CH3:20])=[O:17])[CH2:14][CH2:15]1, predict the reactants needed to synthesize it. The reactants are: [N+:1]([C:4]1[CH:5]=[N:6][S:7][C:8]=1[O:9][CH:10]1[CH2:15][CH2:14][N:13]([C:16]([O:18][C:19]([CH3:22])([CH3:21])[CH3:20])=[O:17])[CH2:12][CH2:11]1)([O-])=O.O.C([O-])(O)=O.[Na+].[O-]S(S([O-])=O)=O.[Na+].[Na+]. (2) Given the product [CH3:1][N:4]([CH3:5])[C:67]([C@@H:58]1[C:59]2[C:64](=[CH:63][CH:62]=[CH:61][CH:60]=2)[CH2:65][CH2:66][N:57]1[C:55]([O:54][CH2:53][CH:51]1[C:52]2[CH:40]=[CH:41][CH:42]=[CH:43][C:44]=2[C:45]2[C:50]1=[CH:49][CH:48]=[CH:47][CH:46]=2)=[O:56])=[O:69], predict the reactants needed to synthesize it. The reactants are: [CH:1]([N:4](C(C)C)[CH2:5]C)(C)C.F[P-](F)(F)(F)(F)F.N1(O[P+](N(C)C)(N(C)C)N(C)C)C2C=CC=CC=2N=N1.CNC.[CH:40]1[C:52]2[CH:51]([CH2:53][O:54][C:55]([N:57]3[CH2:66][CH2:65][C:64]4[C:59](=[CH:60][CH:61]=[CH:62][CH:63]=4)[C@H:58]3[C:67]([OH:69])=O)=[O:56])[C:50]3[C:45](=[CH:46][CH:47]=[CH:48][CH:49]=3)[C:44]=2[CH:43]=[CH:42][CH:41]=1. (3) The reactants are: [F:1][C:2]1[C:7]([NH2:8])=[CH:6][CH:5]=[C:4]([F:9])[C:3]=1[NH:10][C:11]1[C:16]([C:17]2[N:25]=[CH:24][N:23]=[C:22]3[C:18]=2[N:19]=[CH:20][N:21]3[CH:26]2[CH2:31][CH2:30][CH2:29][CH2:28][O:27]2)=[CH:15][CH:14]=[CH:13][N:12]=1.[CH3:32][C:33]1[CH:38]=[CH:37][CH:36]=[CH:35][C:34]=1[S:39](Cl)(=[O:41])=[O:40].N1C=CC=CC=1. Given the product [F:1][C:2]1[C:3]([NH:10][C:11]2[C:16]([C:17]3[N:25]=[CH:24][N:23]=[C:22]4[C:18]=3[N:19]=[CH:20][N:21]4[CH:26]3[CH2:31][CH2:30][CH2:29][CH2:28][O:27]3)=[CH:15][CH:14]=[CH:13][N:12]=2)=[C:4]([F:9])[CH:5]=[CH:6][C:7]=1[NH:8][S:39]([C:34]1[CH:35]=[CH:36][CH:37]=[CH:38][C:33]=1[CH3:32])(=[O:41])=[O:40], predict the reactants needed to synthesize it. (4) Given the product [NH:17]1[C:16]([C:12]2[CH:11]=[C:10]3[C:15](=[CH:14][CH:13]=2)[NH:7][N:8]=[C:9]3[C:40]2[CH:41]=[C:42]([C:46]([NH:48][CH2:49][C:50]3[CH:51]=[N:52][CH:53]=[CH:54][CH:55]=3)=[O:47])[CH:43]=[CH:44][CH:45]=2)=[N:20][CH:19]=[N:18]1, predict the reactants needed to synthesize it. The reactants are: O1CCCCC1[N:7]1[C:15]2[C:10](=[CH:11][C:12]([C:16]3[N:20]=[CH:19][N:18](C(C4C=CC=CC=4)(C4C=CC=CC=4)C4C=CC=CC=4)[N:17]=3)=[CH:13][CH:14]=2)[C:9]([C:40]2[CH:41]=[C:42]([C:46]([NH:48][CH2:49][C:50]3[CH:51]=[N:52][CH:53]=[CH:54][CH:55]=3)=[O:47])[CH:43]=[CH:44][CH:45]=2)=[N:8]1.Cl.C(=O)(O)[O-].[Na+]. (5) Given the product [OH:6][C:4]([C:7]1[CH:12]=[CH:11][C:10]([CH2:13][CH2:14][C:15]#[N:16])=[CH:9][CH:8]=1)([CH3:1])[CH3:5], predict the reactants needed to synthesize it. The reactants are: [CH3:1][Mg]Cl.[C:4]([C:7]1[CH:12]=[CH:11][C:10]([CH2:13][CH2:14][C:15]#[N:16])=[CH:9][CH:8]=1)(=[O:6])[CH3:5]. (6) Given the product [F:36][C:35]([F:38])([F:37])[C:33]([OH:39])=[O:34].[NH:21]1[CH2:22][CH2:23][C:18](=[C:16]([C:12]2[CH:11]=[C:10]([CH:15]=[CH:14][CH:13]=2)[O:9][C:6]2[CH:5]=[CH:4][C:3]([C:2]([F:32])([F:1])[F:31])=[CH:8][N:7]=2)[CH3:17])[CH2:19][CH2:20]1, predict the reactants needed to synthesize it. The reactants are: [F:1][C:2]([F:32])([F:31])[C:3]1[CH:4]=[CH:5][C:6]([O:9][C:10]2[CH:11]=[C:12]([C:16](=[C:18]3[CH2:23][CH2:22][N:21](C(OC(C)(C)C)=O)[CH2:20][CH2:19]3)[CH3:17])[CH:13]=[CH:14][CH:15]=2)=[N:7][CH:8]=1.[C:33]([OH:39])([C:35]([F:38])([F:37])[F:36])=[O:34]. (7) The reactants are: Br[CH:2]1[CH:6]2[CH2:7][CH2:8][CH:3]1[CH2:4][CH2:5]2.[Mg].CN([CH:13]=[O:14])C. Given the product [CH:6]12[CH:2]([CH:13]=[O:14])[CH:3]([CH2:8][CH2:7]1)[CH2:4][CH2:5]2, predict the reactants needed to synthesize it. (8) The reactants are: Cl[C:2]1[N:10]=[CH:9][CH:8]=[CH:7][C:3]=1[C:4](Cl)=[O:5].[CH2:11]([NH:13][CH2:14][CH3:15])[CH3:12].C(N(CC)CC)C.C(Cl)[Cl:24]. Given the product [Cl:24][C:9]1[CH:8]=[CH:7][C:3]([C:4]([N:13]([CH2:14][CH3:15])[CH2:11][CH3:12])=[O:5])=[CH:2][N:10]=1, predict the reactants needed to synthesize it.